This data is from Forward reaction prediction with 1.9M reactions from USPTO patents (1976-2016). The task is: Predict the product of the given reaction. (1) Given the reactants ClC1C=C(Cl)C=CC=1C1N=C([C@@H](NC([C@H]2CC[C@H](CC)CC2)=O)CC2C=CC(O)=CC=2)NC=1.C[O:35][C:36](=[O:43])[C@H:37]([CH2:39][CH2:40][S:41][CH3:42])[NH2:38].COC(=O)[C@](S)(N[C:52](=[O:91])[CH2:53][CH2:54][CH2:55][CH2:56][CH2:57][N:58]1[CH:62]=[C:61]([C:63]2[CH:68]=[CH:67][C:66]([Cl:69])=[CH:65][C:64]=2[Cl:70])[N:60]=[C:59]1[C@@H:71]([NH:80][C:81]([CH:83]1[CH2:88][CH2:87][CH:86]([CH2:89][CH3:90])[CH2:85][CH2:84]1)=[O:82])[CH2:72][C:73]1[CH:78]=[CH:77][C:76]([OH:79])=[CH:75][CH:74]=1)CCC.I[C:95]1[CH:104]=[CH:103][C:98]([C:99]([O:101]C)=[O:100])=[CH:97][CH:96]=1, predict the reaction product. The product is: [C:36]([C@@H:37]([NH:38][C:52]([CH2:53][CH2:54][CH2:55][CH2:56][CH2:57][N:58]1[CH:62]=[C:61]([C:63]2[CH:68]=[CH:67][C:66]([Cl:69])=[CH:65][C:64]=2[Cl:70])[N:60]=[C:59]1[C@@H:71]([NH:80][C:81]([C@H:83]1[CH2:84][CH2:85][C@H:86]([CH2:89][CH3:90])[CH2:87][CH2:88]1)=[O:82])[CH2:72][C:73]1[CH:74]=[CH:75][C:76]([O:79][C:95]2[CH:104]=[CH:103][C:98]([C:99]([OH:101])=[O:100])=[CH:97][CH:96]=2)=[CH:77][CH:78]=1)=[O:91])[CH2:39][CH2:40][S:41][CH3:42])([OH:35])=[O:43]. (2) Given the reactants [NH2:1][C:2]1[CH:7]=[CH:6][C:5]([CH3:8])=[CH:4][C:3]=1[OH:9].C([O-])([O-])=O.[K+].[K+].Cl[CH2:17][C:18](Cl)=[O:19], predict the reaction product. The product is: [CH3:8][C:5]1[CH:6]=[CH:7][C:2]2[NH:1][C:18](=[O:19])[CH2:17][O:9][C:3]=2[CH:4]=1.